Task: Predict the reaction yield, written as a fraction of the theoretical maximum amount of product (1.0 means a 100% yield; for example, 0.34 means a 34% yield).. Dataset: Reaction yield outcomes from USPTO patents with 853,638 reactions (1) The reactants are CC1C=C(N2CCN(CCOC3C=CC=CC=3)C2=O)SC=1C(O)=O.[F:25][C:26]1[CH:47]=[CH:46][C:29]([CH2:30][N:31]2[CH2:35][CH2:34][N:33]([C:36]3[S:40][C:39]([C:41]([OH:43])=O)=[C:38]([CH3:44])[CH:37]=3)[C:32]2=[O:45])=[CH:28][CH:27]=1.[CH3:48][C:49]1[N:50]=[CH:51][C:52]([CH2:55][NH2:56])=[N:53][CH:54]=1. No catalyst specified. The product is [F:25][C:26]1[CH:27]=[CH:28][C:29]([CH2:30][N:31]2[CH2:35][CH2:34][N:33]([C:36]3[S:40][C:39]([C:41]([NH:56][CH2:55][C:52]4[CH:51]=[N:50][C:49]([CH3:48])=[CH:54][N:53]=4)=[O:43])=[C:38]([CH3:44])[CH:37]=3)[C:32]2=[O:45])=[CH:46][CH:47]=1. The yield is 0.780. (2) The reactants are Cl.[CH:2]1([C:5]2[N:9]([CH2:10][C:11]3[C:16]([F:17])=[CH:15][C:14]([O:18][CH2:19][CH3:20])=[CH:13][C:12]=3[F:21])[N:8]=[C:7]([C:22](=[NH:24])[NH2:23])[C:6]=2[CH3:25])[CH2:4][CH2:3]1.[CH3:26][O:27][CH:28]([C:31]#[N:32])[C:29]#[N:30].C(N(CC)CC)C. The catalyst is CN(C=O)C.O. The product is [CH:2]1([C:5]2[N:9]([CH2:10][C:11]3[C:16]([F:17])=[CH:15][C:14]([O:18][CH2:19][CH3:20])=[CH:13][C:12]=3[F:21])[N:8]=[C:7]([C:22]3[N:23]=[C:31]([NH2:32])[C:28]([O:27][CH3:26])=[C:29]([NH2:30])[N:24]=3)[C:6]=2[CH3:25])[CH2:4][CH2:3]1. The yield is 0.620. (3) The reactants are [NH2:1][C@H:2]([C:6]([NH:8][CH:9]([CH:18]([OH:31])[CH2:19][O:20][C:21]1[C:26]([F:27])=[C:25]([F:28])[CH:24]=[C:23]([F:29])[C:22]=1[F:30])[CH2:10][C:11]([O:13][C:14]([CH3:17])([CH3:16])[CH3:15])=[O:12])=[O:7])[CH:3]([CH3:5])[CH3:4].[CH3:32][N:33]1[C:41]2[C:36](=[CH:37][CH:38]=[CH:39][CH:40]=2)[C:35]([CH3:42])=[C:34]1[C:43](O)=[O:44].CN1CCOCC1.C1C=CC2N(O)N=NC=2C=1.CCN=C=NCCCN(C)C. The catalyst is C(Cl)Cl. The product is [CH3:32][N:33]1[C:41]2[C:36](=[CH:37][CH:38]=[CH:39][CH:40]=2)[C:35]([CH3:42])=[C:34]1[C:43]([NH:1][C@H:2]([C:6]([NH:8][CH:9]([CH:18]([OH:31])[CH2:19][O:20][C:21]1[C:22]([F:30])=[C:23]([F:29])[CH:24]=[C:25]([F:28])[C:26]=1[F:27])[CH2:10][C:11]([O:13][C:14]([CH3:16])([CH3:17])[CH3:15])=[O:12])=[O:7])[CH:3]([CH3:5])[CH3:4])=[O:44]. The yield is 0.710. (4) The reactants are [CH:1]12[CH2:7][C:6]1([NH:8][C:9](=[O:15])[O:10][C:11]([CH3:14])([CH3:13])[CH3:12])[CH2:5][CH2:4][NH:3][CH2:2]2.[CH:16]([C:18]1[CH:19]=[CH:20][N:21]=[C:22]2[C:27]=1[N:26]=[C:25]([O:28][CH3:29])[CH:24]=[CH:23]2)=[CH2:17]. The catalyst is CN(C=O)C. The product is [CH3:29][O:28][C:25]1[N:26]=[C:27]2[C:22](=[CH:23][CH:24]=1)[N:21]=[CH:20][CH:19]=[C:18]2[CH2:16][CH2:17][N:3]1[CH2:4][CH2:5][C:6]2([NH:8][C:9](=[O:15])[O:10][C:11]([CH3:12])([CH3:14])[CH3:13])[CH:1]([CH2:7]2)[CH2:2]1. The yield is 0.800. (5) The reactants are [CH2:1]([O:3][C:4](=[O:13])[C:5]1[CH:10]=[CH:9][C:8]([OH:11])=[CH:7][C:6]=1[F:12])[CH3:2].C(C1C=C(C)C=C(C(C)(C)C)N=1)(C)(C)C.[F:29][C:30]([F:43])([F:42])[S:31](O[S:31]([C:30]([F:43])([F:42])[F:29])(=[O:33])=[O:32])(=[O:33])=[O:32].C(OCC)(=O)C. The catalyst is ClCCl.CCCCCC. The product is [CH2:1]([O:3][C:4](=[O:13])[C:5]1[CH:10]=[CH:9][C:8]([O:11][S:31]([C:30]([F:43])([F:42])[F:29])(=[O:33])=[O:32])=[CH:7][C:6]=1[F:12])[CH3:2]. The yield is 0.850. (6) The reactants are [C:1]([O:5][C:6]([N:8]1[CH2:14][CH2:13][C:12]2[C:15]([CH2:20]Cl)=[C:16]([Cl:19])[CH:17]=[CH:18][C:11]=2[CH2:10][CH2:9]1)=[O:7])([CH3:4])([CH3:3])[CH3:2].C(=O)([O-])[O-].[K+].[K+].[I-].[Na+].[SH:30][C:31]1[NH:32][CH:33]=[CH:34][N:35]=1. The catalyst is CC(C)=O. The product is [C:1]([O:5][C:6]([N:8]1[CH2:14][CH2:13][C:12]2[C:15]([CH2:20][S:30][C:31]3[NH:32][CH:33]=[CH:34][N:35]=3)=[C:16]([Cl:19])[CH:17]=[CH:18][C:11]=2[CH2:10][CH2:9]1)=[O:7])([CH3:2])([CH3:4])[CH3:3]. The yield is 0.920. (7) The reactants are [Br:1][C:2]1[CH:7]=[CH:6][C:5]([S:8][CH:9]2[CH2:15][CH2:14][CH2:13][N:12]([C:16]([O:18][C:19]([CH3:22])([CH3:21])[CH3:20])=[O:17])[CH2:11][CH:10]2[OH:23])=[CH:4][CH:3]=1.CC(OI1(OC(C)=O)(OC(C)=O)OC(=O)C2C=CC=CC1=2)=O. No catalyst specified. The product is [Br:1][C:2]1[CH:3]=[CH:4][C:5]([S:8][CH:9]2[CH2:15][CH2:14][CH2:13][N:12]([C:16]([O:18][C:19]([CH3:21])([CH3:20])[CH3:22])=[O:17])[CH2:11][C:10]2=[O:23])=[CH:6][CH:7]=1. The yield is 0.810. (8) The reactants are [CH:1]1[C:13]2[CH2:12][C:11]3[C:6](=[CH:7][CH:8]=[CH:9][CH:10]=3)[C:5]=2[CH:4]=[CH:3][CH:2]=1.[Li]CCCC.Br[CH2:20][CH2:21][CH2:22][CH2:23][CH2:24][CH2:25][CH2:26][CH2:27][CH2:28][CH2:29][CH2:30][CH2:31][CH2:32][CH2:33][CH2:34][CH2:35][CH2:36][CH3:37]. The catalyst is C1CCCCC1. The product is [CH2:37]([CH:12]1[C:11]2[CH:10]=[CH:9][CH:8]=[CH:7][C:6]=2[C:5]2[C:13]1=[CH:1][CH:2]=[CH:3][CH:4]=2)[CH2:36][CH2:35][CH2:34][CH2:33][CH2:32][CH2:31][CH2:30][CH2:29][CH2:28][CH2:27][CH2:26][CH2:25][CH2:24][CH2:23][CH2:22][CH2:21][CH3:20]. The yield is 0.880. (9) The yield is 0.770. The catalyst is CO. The product is [Cl:1][C:2]1[N:3]=[C:4]([C:9]([NH:11][C@H:12]2[CH2:17][CH2:16][N:15]([C:18]3[S:19][C:20]([C:23]([OH:25])=[O:24])=[CH:21][N:22]=3)[CH2:14][C@H:13]2[O:28][CH2:29][C:30]([F:33])([F:32])[CH3:31])=[O:10])[NH:5][C:6]=1[CH2:7][CH3:8]. The reactants are [Cl:1][C:2]1[N:3]=[C:4]([C:9]([NH:11][C@H:12]2[CH2:17][CH2:16][N:15]([C:18]3[S:19][C:20]([C:23]([O:25]CC)=[O:24])=[CH:21][N:22]=3)[CH2:14][C@H:13]2[O:28][CH2:29][C:30]([F:33])([F:32])[CH3:31])=[O:10])[NH:5][C:6]=1[CH2:7][CH3:8].[OH-].[Li+]. (10) The product is [N:17]1[C:18]2[C:23](=[CH:22][CH:21]=[CH:20][CH:19]=2)[CH2:24][NH:25][C:16]=1[NH:8][CH2:7][CH2:6][O:5][C:4]1[CH:9]=[CH:10][CH:11]=[CH:12][C:3]=1[O:2][CH3:1]. The reactants are [CH3:1][O:2][C:3]1[CH:12]=[CH:11][CH:10]=[CH:9][C:4]=1[O:5][CH2:6][CH2:7][NH2:8].I.CS[C:16]1[NH:25][CH2:24][C:23]2[C:18](=[CH:19][CH:20]=[CH:21][CH:22]=2)[N:17]=1. The catalyst is C(#N)C.C(O)(C(F)(F)F)=O. The yield is 0.620.